This data is from Catalyst prediction with 721,799 reactions and 888 catalyst types from USPTO. The task is: Predict which catalyst facilitates the given reaction. (1) Reactant: [CH3:1][N:2]([CH3:6])[CH2:3][CH2:4][OH:5].[H-].[Na+].[Br:9][C:10]1[CH:15]=[CH:14][C:13]([N+:16]([O-:18])=[O:17])=[C:12](F)[CH:11]=1. Product: [Br:9][C:10]1[CH:11]=[CH:12][C:13]([N+:16]([O-:18])=[O:17])=[C:14]([CH:15]=1)[O:5][CH2:4][CH2:3][N:2]([CH3:6])[CH3:1]. The catalyst class is: 1. (2) Reactant: C(OC([N:8]([CH2:30][CH2:31][C:32]1[CH:37]=[CH:36][CH:35]=[CH:34][CH:33]=1)[CH2:9][CH2:10][CH2:11][S:12][C:13]1[N:17]([CH2:18][C:19]([O:21]C(C)(C)C)=[O:20])[C:16]2[CH:26]=[CH:27][CH:28]=[CH:29][C:15]=2[N:14]=1)=O)(C)(C)C. Product: [CH2:30]([NH:8][CH2:9][CH2:10][CH2:11][S:12][C:13]1[N:17]([CH2:18][C:19]([OH:21])=[O:20])[C:16]2[CH:26]=[CH:27][CH:28]=[CH:29][C:15]=2[N:14]=1)[CH2:31][C:32]1[CH:33]=[CH:34][CH:35]=[CH:36][CH:37]=1. The catalyst class is: 631.